Regression. Given two drug SMILES strings and cell line genomic features, predict the synergy score measuring deviation from expected non-interaction effect. From a dataset of Merck oncology drug combination screen with 23,052 pairs across 39 cell lines. (1) Drug 1: C=CCn1c(=O)c2cnc(Nc3ccc(N4CCN(C)CC4)cc3)nc2n1-c1cccc(C(C)(C)O)n1. Drug 2: Cc1nc(Nc2ncc(C(=O)Nc3c(C)cccc3Cl)s2)cc(N2CCN(CCO)CC2)n1. Cell line: A2780. Synergy scores: synergy=63.3. (2) Drug 1: CN(Cc1cnc2nc(N)nc(N)c2n1)c1ccc(C(=O)NC(CCC(=O)O)C(=O)O)cc1. Drug 2: NC(=O)c1cccc2cn(-c3ccc(C4CCCNC4)cc3)nc12. Cell line: OVCAR3. Synergy scores: synergy=-20.3.